This data is from Peptide-MHC class II binding affinity with 134,281 pairs from IEDB. The task is: Regression. Given a peptide amino acid sequence and an MHC pseudo amino acid sequence, predict their binding affinity value. This is MHC class II binding data. The peptide sequence is KIKQKTKQIGNRPGP. The MHC is H-2-IAb with pseudo-sequence H-2-IAb. The binding affinity (normalized) is 0.